From a dataset of NCI-60 drug combinations with 297,098 pairs across 59 cell lines. Regression. Given two drug SMILES strings and cell line genomic features, predict the synergy score measuring deviation from expected non-interaction effect. (1) Drug 1: CC1=CC=C(C=C1)C2=CC(=NN2C3=CC=C(C=C3)S(=O)(=O)N)C(F)(F)F. Drug 2: C1C(C(OC1N2C=NC3=C(N=C(N=C32)Cl)N)CO)O. Cell line: U251. Synergy scores: CSS=21.8, Synergy_ZIP=-1.72, Synergy_Bliss=-0.673, Synergy_Loewe=-14.4, Synergy_HSA=-2.13. (2) Drug 1: C1=CN(C(=O)N=C1N)C2C(C(C(O2)CO)O)O.Cl. Drug 2: CC(C)NC(=O)C1=CC=C(C=C1)CNNC.Cl. Cell line: RXF 393. Synergy scores: CSS=1.35, Synergy_ZIP=1.58, Synergy_Bliss=2.24, Synergy_Loewe=-4.12, Synergy_HSA=-0.896. (3) Drug 1: CC1C(C(=O)NC(C(=O)N2CCCC2C(=O)N(CC(=O)N(C(C(=O)O1)C(C)C)C)C)C(C)C)NC(=O)C3=C4C(=C(C=C3)C)OC5=C(C(=O)C(=C(C5=N4)C(=O)NC6C(OC(=O)C(N(C(=O)CN(C(=O)C7CCCN7C(=O)C(NC6=O)C(C)C)C)C)C(C)C)C)N)C. Drug 2: C1CC(=O)NC(=O)C1N2C(=O)C3=CC=CC=C3C2=O. Cell line: KM12. Synergy scores: CSS=6.77, Synergy_ZIP=-6.57, Synergy_Bliss=-4.79, Synergy_Loewe=-39.9, Synergy_HSA=-5.41. (4) Drug 1: CS(=O)(=O)OCCCCOS(=O)(=O)C. Drug 2: C1CNP(=O)(OC1)N(CCCl)CCCl. Cell line: TK-10. Synergy scores: CSS=2.08, Synergy_ZIP=-1.90, Synergy_Bliss=0.261, Synergy_Loewe=0.243, Synergy_HSA=0.583. (5) Drug 1: C1=C(C(=O)NC(=O)N1)N(CCCl)CCCl. Drug 2: CC(C)NC(=O)C1=CC=C(C=C1)CNNC.Cl. Cell line: SK-OV-3. Synergy scores: CSS=12.8, Synergy_ZIP=-2.78, Synergy_Bliss=1.29, Synergy_Loewe=-0.898, Synergy_HSA=-0.208. (6) Drug 1: CC1=C(C=C(C=C1)NC2=NC=CC(=N2)N(C)C3=CC4=NN(C(=C4C=C3)C)C)S(=O)(=O)N.Cl. Drug 2: CC1=CC2C(CCC3(C2CCC3(C(=O)C)OC(=O)C)C)C4(C1=CC(=O)CC4)C. Cell line: MCF7. Synergy scores: CSS=-4.31, Synergy_ZIP=9.43, Synergy_Bliss=9.78, Synergy_Loewe=-1.61, Synergy_HSA=-1.61. (7) Drug 1: C1=NC(=NC(=O)N1C2C(C(C(O2)CO)O)O)N. Drug 2: C1C(C(OC1N2C=NC3=C2NC=NCC3O)CO)O. Cell line: OVCAR-4. Synergy scores: CSS=34.9, Synergy_ZIP=-9.61, Synergy_Bliss=1.09, Synergy_Loewe=-4.49, Synergy_HSA=1.41. (8) Drug 1: C1CCC(CC1)NC(=O)N(CCCl)N=O. Drug 2: CCC1=C2CN3C(=CC4=C(C3=O)COC(=O)C4(CC)O)C2=NC5=C1C=C(C=C5)O. Cell line: NCI-H322M. Synergy scores: CSS=15.6, Synergy_ZIP=-2.86, Synergy_Bliss=6.09, Synergy_Loewe=-0.965, Synergy_HSA=6.07. (9) Drug 1: C1=CN(C(=O)N=C1N)C2C(C(C(O2)CO)O)O.Cl. Drug 2: CCC1(C2=C(COC1=O)C(=O)N3CC4=CC5=C(C=CC(=C5CN(C)C)O)N=C4C3=C2)O.Cl. Cell line: SK-MEL-5. Synergy scores: CSS=31.9, Synergy_ZIP=-3.89, Synergy_Bliss=-1.34, Synergy_Loewe=-15.5, Synergy_HSA=0.542. (10) Drug 1: CC1=C2C(C(=O)C3(C(CC4C(C3C(C(C2(C)C)(CC1OC(=O)C(C(C5=CC=CC=C5)NC(=O)C6=CC=CC=C6)O)O)OC(=O)C7=CC=CC=C7)(CO4)OC(=O)C)O)C)OC(=O)C. Drug 2: CC1CCCC2(C(O2)CC(NC(=O)CC(C(C(=O)C(C1O)C)(C)C)O)C(=CC3=CSC(=N3)C)C)C. Cell line: SN12C. Synergy scores: CSS=65.2, Synergy_ZIP=3.18, Synergy_Bliss=3.95, Synergy_Loewe=2.38, Synergy_HSA=7.15.